From a dataset of HIV replication inhibition screening data with 41,000+ compounds from the AIDS Antiviral Screen. Binary Classification. Given a drug SMILES string, predict its activity (active/inactive) in a high-throughput screening assay against a specified biological target. (1) The drug is O=C1C(=NO)S(=O)(=O)c2ccccc21. The result is 0 (inactive). (2) The drug is Cc1cc(C)c2cc(N)c(Cl)nc2n1. The result is 0 (inactive). (3) The compound is COC(=O)c1c2c(cc3c1CC1(C3)Cc3cc4c(c(C(C)=O)c3C1)CCC4)C=CC2. The result is 0 (inactive). (4) The drug is COc1ccc(NCC=CC(=CCOC(C)=O)OC(C)=O)cc1. The result is 0 (inactive). (5) The compound is n1nc2c([nH]1)c1nn[nH]c1c1nn[nH]c21. The result is 0 (inactive). (6) The molecule is C=C(CC1CCCS(=O)(=O)C1)S(=O)(=O)c1ccc(C)cc1. The result is 0 (inactive). (7) The molecule is OC(CNc1ncccn1)c1ccccc1. The result is 0 (inactive).